This data is from Full USPTO retrosynthesis dataset with 1.9M reactions from patents (1976-2016). The task is: Predict the reactants needed to synthesize the given product. (1) Given the product [CH2:1]([N:3]1[C:15]2[CH:14]=[CH:13][C:12]([C:16]([C:30]#[N:31])=[C:17]([C:28]#[N:29])[C:18]3[CH:19]=[CH:20][C:21]([C:24]([F:27])([F:25])[F:26])=[CH:22][CH:23]=3)=[CH:11][C:10]=2[C:9]2[C:4]1=[CH:5][CH:6]=[CH:7][CH:8]=2)[CH3:2], predict the reactants needed to synthesize it. The reactants are: [CH2:1]([N:3]1[C:15]2[CH:14]=[CH:13][C:12]([CH:16]=[C:17]([C:28]#[N:29])[C:18]3[CH:23]=[CH:22][C:21]([C:24]([F:27])([F:26])[F:25])=[CH:20][CH:19]=3)=[CH:11][C:10]=2[C:9]2[C:4]1=[CH:5][CH:6]=[CH:7][CH:8]=2)[CH3:2].[C-:30]#[N:31].[Na+].C([O-])(=O)C.C([O-])(=O)C.C([O-])(=O)C.C([O-])(=O)C.[Pb+4]. (2) Given the product [CH3:1][C:2]1[CH:3]=[CH:4][C:5]2[C:10]([CH:11]=1)=[N+:9]([O-:19])[C:8]([C:12]#[N:13])=[CH:7][CH:6]=2, predict the reactants needed to synthesize it. The reactants are: [CH3:1][C:2]1[CH:11]=[C:10]2[C:5]([CH:6]=[CH:7][C:8]([C:12]#[N:13])=[N:9]2)=[CH:4][CH:3]=1.ClC1C=C(C=CC=1)C(OO)=[O:19].[OH-].[Ca+2].[OH-]. (3) Given the product [CH3:32][O:31][C:30](=[O:33])[N:29]=[C:23]([NH2:22])[NH:1][CH2:2][CH2:3][CH2:4][N:5]1[C:10]([C:11]2[CH:16]=[C:15]([Cl:17])[CH:14]=[CH:13][C:12]=2[O:18][CH3:19])=[CH:9][C:8](=[O:20])[NH:7][C:6]1=[S:21], predict the reactants needed to synthesize it. The reactants are: [NH2:1][CH2:2][CH2:3][CH2:4][N:5]1[C:10]([C:11]2[CH:16]=[C:15]([Cl:17])[CH:14]=[CH:13][C:12]=2[O:18][CH3:19])=[CH:9][C:8](=[O:20])[NH:7][C:6]1=[S:21].[NH2:22][C:23](=[N:29][C:30](=[O:33])[O:31][CH3:32])N1C=CC=N1.C(N(CC)C(C)C)(C)C. (4) Given the product [CH:16]1[N:15]=[C:14]([CH:10]2[CH2:11][CH2:12][CH2:13][N:8]([C:30]3[N:35]=[C:34]([NH2:36])[C:33]([N+:37]([O-:39])=[O:38])=[CH:32][CH:31]=3)[CH2:9]2)[N:18]2[CH2:19][CH2:20][CH2:21][C:17]=12, predict the reactants needed to synthesize it. The reactants are: FC(F)(F)C(O)=O.[NH:8]1[CH2:13][CH2:12][CH2:11][CH:10]([C:14]2[N:18]3[CH2:19][CH2:20][CH2:21][C:17]3=[CH:16][N:15]=2)[CH2:9]1.C(N(CC)CC)C.Cl[C:30]1[N:35]=[C:34]([NH2:36])[C:33]([N+:37]([O-:39])=[O:38])=[CH:32][CH:31]=1. (5) Given the product [CH:18]1([N:15]2[CH2:14][CH2:13][C:12]3[CH:22]=[CH:23][C:9]([O:8][C:5]4[N:6]=[CH:7][C:2]([N:26]5[CH2:27][CH2:28][O:24][C:25]5=[O:29])=[N:3][CH:4]=4)=[CH:10][C:11]=3[CH2:17][CH2:16]2)[CH2:21][CH2:20][CH2:19]1, predict the reactants needed to synthesize it. The reactants are: Br[C:2]1[N:3]=[CH:4][C:5]([O:8][C:9]2[CH:23]=[CH:22][C:12]3[CH2:13][CH2:14][N:15]([CH:18]4[CH2:21][CH2:20][CH2:19]4)[CH2:16][CH2:17][C:11]=3[CH:10]=2)=[N:6][CH:7]=1.[O:24]1[CH2:28][CH2:27][NH:26][C:25]1=[O:29]. (6) Given the product [O-:12][N+:4]1[C:5]2[CH:11]=[CH:10][CH:9]=[CH:8][C:6]=2[N:7]=[C:2]([NH:13][CH2:14][CH2:15][CH2:16][N:17]([CH2:25][CH2:26][CH2:27][NH:28][C:38](=[O:39])[C:37]([F:48])([F:47])[F:36])[C:18](=[O:24])[O:19][C:20]([CH3:22])([CH3:23])[CH3:21])[N:3]=1, predict the reactants needed to synthesize it. The reactants are: Cl[C:2]1[N:3]=[N+:4]([O-:12])[C:5]2[CH:11]=[CH:10][CH:9]=[CH:8][C:6]=2[N:7]=1.[NH2:13][CH2:14][CH2:15][CH2:16][N:17]([CH2:25][CH2:26][CH2:27][NH2:28])[C:18](=[O:24])[O:19][C:20]([CH3:23])([CH3:22])[CH3:21].CCN(CC)CC.[F:36][C:37]([F:48])([F:47])[C:38](O[C:38](=[O:39])[C:37]([F:48])([F:47])[F:36])=[O:39]. (7) Given the product [CH2:14]([O:13][C:11]1[CH:12]=[C:7]([N:24]2[CH2:25][CH2:26][CH2:27][CH:23]2[CH3:22])[N:8]=[CH:9][N:10]=1)[C:15]#[C:16][CH3:17], predict the reactants needed to synthesize it. The reactants are: CN(C)C=O.Cl[C:7]1[CH:12]=[C:11]([O:13][CH2:14][C:15]#[C:16][CH3:17])[N:10]=[CH:9][N:8]=1.C(=O)([O-])[O-].[CH3:22][CH:23]1[CH2:27][CH2:26][CH2:25][NH:24]1. (8) Given the product [I:24][C:25]1[CH:30]=[CH:29][CH:28]=[CH:27][C:26]=1[CH2:31][C:32]([NH:1][C:2]1[CH:3]=[C:4]([N:8]2[C:17]3[CH:16]=[CH:15][C:14]4[CH:18]=[CH:19][CH:20]=[CH:21][C:13]=4[C:12]=3[NH:11][C:10](=[O:22])[C:9]2=[O:23])[CH:5]=[CH:6][CH:7]=1)=[O:33], predict the reactants needed to synthesize it. The reactants are: [NH2:1][C:2]1[CH:3]=[C:4]([N:8]2[C:17]3[CH:16]=[CH:15][C:14]4[CH:18]=[CH:19][CH:20]=[CH:21][C:13]=4[C:12]=3[NH:11][C:10](=[O:22])[C:9]2=[O:23])[CH:5]=[CH:6][CH:7]=1.[I:24][C:25]1[CH:30]=[CH:29][CH:28]=[CH:27][C:26]=1[CH2:31][C:32](Cl)=[O:33]. (9) Given the product [Cl:1][C:2]1[CH:33]=[C:32]([F:34])[CH:31]=[CH:30][C:3]=1[C:4]([NH:6][C:7]1[CH:8]=[C:9]([CH:14]2[C:23]([CH3:25])([CH3:24])[CH2:22][C:21]3[C:16](=[CH:17][CH:18]=[C:19]([C:26]([OH:28])=[O:27])[CH:20]=3)[NH:15]2)[CH:10]=[CH:11][C:12]=1[F:13])=[O:5], predict the reactants needed to synthesize it. The reactants are: [Cl:1][C:2]1[CH:33]=[C:32]([F:34])[CH:31]=[CH:30][C:3]=1[C:4]([NH:6][C:7]1[CH:8]=[C:9]([CH:14]2[C:23]([CH3:25])([CH3:24])[CH2:22][C:21]3[C:16](=[CH:17][CH:18]=[C:19]([C:26]([O:28]C)=[O:27])[CH:20]=3)[NH:15]2)[CH:10]=[CH:11][C:12]=1[F:13])=[O:5].[OH-].[Na+].